From a dataset of Peptide-MHC class II binding affinity with 134,281 pairs from IEDB. Regression. Given a peptide amino acid sequence and an MHC pseudo amino acid sequence, predict their binding affinity value. This is MHC class II binding data. (1) The peptide sequence is YFQRVLIFILLTAVT. The MHC is DRB1_0701 with pseudo-sequence DRB1_0701. The binding affinity (normalized) is 0.293. (2) The MHC is DRB1_1101 with pseudo-sequence DRB1_1101. The peptide sequence is AIDRPAEARKVCYNA. The binding affinity (normalized) is 0. (3) The peptide sequence is EKKYFAATQFRPLAA. The MHC is DRB1_1602 with pseudo-sequence DRB1_1602. The binding affinity (normalized) is 0.655. (4) The peptide sequence is SKTHLNFERSLKAFF. The MHC is DRB1_1302 with pseudo-sequence DRB1_1302. The binding affinity (normalized) is 0.347.